This data is from Forward reaction prediction with 1.9M reactions from USPTO patents (1976-2016). The task is: Predict the product of the given reaction. (1) Given the reactants [C:1]([O:5][C@@H:6]([C:10]1[C:28]([CH3:29])=[CH:27][C:13]2[N:14]=[C:15]([N:17]3[CH2:26][CH2:25]C4N=CC=CC=4C3)[S:16][C:12]=2[C:11]=1[C:30]1[CH:35]=[CH:34][C:33]([Cl:36])=[CH:32][CH:31]=1)[C:7]([OH:9])=[O:8])([CH3:4])([CH3:3])[CH3:2].Cl.[F:38][C:39]([F:50])([F:49])[C:40]1[N:44]2CCN[CH2:48][C:43]2=[N:42][N:41]=1, predict the reaction product. The product is: [C:1]([O:5][C@@H:6]([C:10]1[C:28]([CH3:29])=[CH:27][C:13]2[N:14]=[C:15]([N:17]3[CH2:48][CH2:43][N:44]4[C:40]([C:39]([F:50])([F:49])[F:38])=[N:41][N:42]=[C:25]4[CH2:26]3)[S:16][C:12]=2[C:11]=1[C:30]1[CH:31]=[CH:32][C:33]([Cl:36])=[CH:34][CH:35]=1)[C:7]([OH:9])=[O:8])([CH3:3])([CH3:4])[CH3:2]. (2) Given the reactants [CH:1]1([C:7]2[N:12]([C:13]3[C:18]([Cl:19])=[CH:17][CH:16]=[CH:15][C:14]=3[Cl:20])[C:11](=[O:21])[CH:10]=[C:9]([OH:22])[N:8]=2)[CH2:6][CH2:5][CH2:4][CH2:3][CH2:2]1.[Cl-].C[Al+]C.CCCCCC.ClC1C=CC=C(Cl)[C:35]=1[NH2:36].C1(C#N)CCCCC1.C(OCC)(=O)[CH2:51][C:52]([O:54]CC)=[O:53].C[O-:62].[Na+], predict the reaction product. The product is: [CH:1]1([C:7]2[N:12]([C:13]3[C:14]([Cl:20])=[CH:15][CH:16]=[CH:17][C:18]=3[Cl:19])[C:11](=[O:21])[C:10]([C:35]([NH:36][CH2:51][C:52]([OH:54])=[O:53])=[O:62])=[C:9]([OH:22])[N:8]=2)[CH2:2][CH2:3][CH2:4][CH2:5][CH2:6]1. (3) Given the reactants [N+:1]([C:4]1[CH:13]=[CH:12][CH:11]=[C:10]2[C:5]=1[CH:6]=[CH:7][C:8](Cl)=[N:9]2)([O-])=O.[CH:15]1([C:18]2[CH:19]=[C:20]([CH:22]=[CH:23][CH:24]=2)[NH2:21])[CH2:17][CH2:16]1.[CH3:25][C:26]1[N:27]=[CH:28][NH:29][C:30]=1[CH:31]=O, predict the reaction product. The product is: [CH:15]1([C:18]2[CH:19]=[C:20]([NH:21][C:8]3[CH:7]=[CH:6][C:5]4[C:4]([NH:1][CH2:25][C:26]5[NH:27][CH:28]=[N:29][C:30]=5[CH3:31])=[CH:13][CH:12]=[CH:11][C:10]=4[N:9]=3)[CH:22]=[CH:23][CH:24]=2)[CH2:17][CH2:16]1. (4) Given the reactants I[C:2]1[C:7](=[O:8])[N:6]2[C:9]([CH3:13])=[CH:10][CH:11]=[CH:12][C:5]2=[N:4][C:3]=1[CH:14]([NH:17][C:18]1[N:26]=[CH:25][N:24]=[C:23]2[C:19]=1[N:20]=[CH:21][NH:22]2)[CH2:15][CH3:16].[F:27][C:28]1[CH:29]=[C:30](B(O)O)[CH:31]=[C:32]([F:34])[CH:33]=1.C(=O)([O-])[O-].[Na+].[Na+], predict the reaction product. The product is: [F:27][C:28]1[CH:29]=[C:30]([C:2]2[C:7](=[O:8])[N:6]3[C:9]([CH3:13])=[CH:10][CH:11]=[CH:12][C:5]3=[N:4][C:3]=2[CH:14]([NH:17][C:18]2[N:26]=[CH:25][N:24]=[C:23]3[C:19]=2[N:20]=[CH:21][NH:22]3)[CH2:15][CH3:16])[CH:31]=[C:32]([F:34])[CH:33]=1. (5) Given the reactants [CH3:1][C:2]1[CH:7]=[CH:6][CH:5]=[C:4]([CH3:8])[C:3]=1B(O)O.Br[C:13]1[CH:14]=[C:15]([CH:18]=[CH:19][CH:20]=1)[CH:16]=[CH2:17].C([O-])([O-])=O.[K+].[K+].[NH4+].[Cl-], predict the reaction product. The product is: [CH3:1][C:2]1[CH:7]=[CH:6][CH:5]=[C:4]([CH3:8])[C:3]=1[C:13]1[CH:20]=[CH:19][CH:18]=[C:15]([CH:16]=[CH2:17])[CH:14]=1.